From a dataset of TCR-epitope binding with 47,182 pairs between 192 epitopes and 23,139 TCRs. Binary Classification. Given a T-cell receptor sequence (or CDR3 region) and an epitope sequence, predict whether binding occurs between them. (1) The TCR CDR3 sequence is CASRSGRTNEKLFF. The epitope is LLALHRSYL. Result: 0 (the TCR does not bind to the epitope). (2) The epitope is NLNESLIDL. The TCR CDR3 sequence is CASSSGTGMNTEAFF. Result: 1 (the TCR binds to the epitope). (3) The epitope is TLIGDCATV. The TCR CDR3 sequence is CASRPSGGLDTQYF. Result: 1 (the TCR binds to the epitope). (4) Result: 1 (the TCR binds to the epitope). The TCR CDR3 sequence is CASSQPSGGFTDTQYF. The epitope is KLPDDFTGCV. (5) The epitope is FPRPWLHGL. The TCR CDR3 sequence is CASSQGQSSYEQYF. Result: 1 (the TCR binds to the epitope). (6) The epitope is LLSAGIFGA. The TCR CDR3 sequence is CASPEANTGELFF. Result: 0 (the TCR does not bind to the epitope).